From a dataset of NCI-60 drug combinations with 297,098 pairs across 59 cell lines. Regression. Given two drug SMILES strings and cell line genomic features, predict the synergy score measuring deviation from expected non-interaction effect. (1) Drug 1: COC1=C(C=C2C(=C1)N=CN=C2NC3=CC(=C(C=C3)F)Cl)OCCCN4CCOCC4. Drug 2: CC1=C(C(=O)C2=C(C1=O)N3CC4C(C3(C2COC(=O)N)OC)N4)N. Cell line: MALME-3M. Synergy scores: CSS=43.6, Synergy_ZIP=1.56, Synergy_Bliss=5.10, Synergy_Loewe=-3.95, Synergy_HSA=7.65. (2) Drug 1: CC1=CC=C(C=C1)C2=CC(=NN2C3=CC=C(C=C3)S(=O)(=O)N)C(F)(F)F. Drug 2: C1CC(C1)(C(=O)O)C(=O)O.[NH2-].[NH2-].[Pt+2]. Cell line: SNB-19. Synergy scores: CSS=14.5, Synergy_ZIP=-7.31, Synergy_Bliss=-8.88, Synergy_Loewe=-3.54, Synergy_HSA=-3.14. (3) Drug 1: CC1=C2C(C(=O)C3(C(CC4C(C3C(C(C2(C)C)(CC1OC(=O)C(C(C5=CC=CC=C5)NC(=O)OC(C)(C)C)O)O)OC(=O)C6=CC=CC=C6)(CO4)OC(=O)C)OC)C)OC. Synergy scores: CSS=37.7, Synergy_ZIP=8.99, Synergy_Bliss=7.48, Synergy_Loewe=-1.01, Synergy_HSA=10.6. Cell line: HOP-92. Drug 2: C1=NC(=NC(=O)N1C2C(C(C(O2)CO)O)O)N. (4) Drug 1: CS(=O)(=O)C1=CC(=C(C=C1)C(=O)NC2=CC(=C(C=C2)Cl)C3=CC=CC=N3)Cl. Drug 2: CCCCC(=O)OCC(=O)C1(CC(C2=C(C1)C(=C3C(=C2O)C(=O)C4=C(C3=O)C=CC=C4OC)O)OC5CC(C(C(O5)C)O)NC(=O)C(F)(F)F)O. Cell line: SF-539. Synergy scores: CSS=3.47, Synergy_ZIP=-2.99, Synergy_Bliss=-2.21, Synergy_Loewe=-1.35, Synergy_HSA=-1.30. (5) Drug 1: C1=CC(=CC=C1CCCC(=O)O)N(CCCl)CCCl. Drug 2: CC1CCC2CC(C(=CC=CC=CC(CC(C(=O)C(C(C(=CC(C(=O)CC(OC(=O)C3CCCCN3C(=O)C(=O)C1(O2)O)C(C)CC4CCC(C(C4)OC)O)C)C)O)OC)C)C)C)OC. Cell line: OVCAR-8. Synergy scores: CSS=20.6, Synergy_ZIP=-8.69, Synergy_Bliss=-6.75, Synergy_Loewe=-2.73, Synergy_HSA=-0.660.